Task: Predict which catalyst facilitates the given reaction.. Dataset: Catalyst prediction with 721,799 reactions and 888 catalyst types from USPTO (1) Reactant: [CH:1]([O:4][C:5]1([C:8]2[CH:13]=[CH:12][C:11]([C:14]#[C:15][C:16]3[CH:21]=[CH:20][C:19]([CH2:22][C:23]([O:25]C)=[O:24])=[CH:18][CH:17]=3)=[CH:10][C:9]=2[CH2:27][CH3:28])[CH2:7][CH2:6]1)([CH3:3])[CH3:2].[OH-].[Na+].O.CC#N. Product: [CH:1]([O:4][C:5]1([C:8]2[CH:13]=[CH:12][C:11]([C:14]#[C:15][C:16]3[CH:21]=[CH:20][C:19]([CH2:22][C:23]([OH:25])=[O:24])=[CH:18][CH:17]=3)=[CH:10][C:9]=2[CH2:27][CH3:28])[CH2:7][CH2:6]1)([CH3:3])[CH3:2]. The catalyst class is: 199. (2) Reactant: [CH:1]1([C:6]2([CH2:14][CH2:15][C:16]3[CH:21]=[CH:20][C:19]([C:22]4([C:25]#[N:26])[CH2:24][CH2:23]4)=[C:18]([F:27])[CH:17]=3)[CH2:11][C:10](=[O:12])[CH2:9][C:8](=[O:13])[O:7]2)[CH2:5][CH2:4][CH2:3][CH2:2]1.[Cl:28][C:29]1[CH:30]=[N:31][C:32]2[N:33]([N:35]=[C:36]([CH:38]=O)[N:37]=2)[CH:34]=1. Product: [Cl:28][C:29]1[CH:30]=[N:31][C:32]2[N:33]([N:35]=[C:36]([CH2:38][CH:9]3[C:8](=[O:13])[O:7][C:6]([CH2:14][CH2:15][C:16]4[CH:21]=[CH:20][C:19]([C:22]5([C:25]#[N:26])[CH2:23][CH2:24]5)=[C:18]([F:27])[CH:17]=4)([CH:1]4[CH2:5][CH2:4][CH2:3][CH2:2]4)[CH2:11][C:10]3=[O:12])[N:37]=2)[CH:34]=1. The catalyst class is: 5.